This data is from Forward reaction prediction with 1.9M reactions from USPTO patents (1976-2016). The task is: Predict the product of the given reaction. (1) Given the reactants Br[CH2:2][C:3]([O:5][CH3:6])=[O:4].C(=O)([O-])[O-].[Cs+].[Cs+].[OH:13][C:14]1[CH:15]=[C:16]([CH:21]=[CH:22][C:23]=1[N+:24]([O-:26])=[O:25])[C:17]([O:19][CH3:20])=[O:18].O, predict the reaction product. The product is: [CH3:6][O:5][C:3]([CH2:2][O:13][C:14]1[CH:15]=[C:16]([CH:21]=[CH:22][C:23]=1[N+:24]([O-:26])=[O:25])[C:17]([O:19][CH3:20])=[O:18])=[O:4]. (2) Given the reactants [CH:1]1([N:6]2[CH2:12][C:11]([F:14])([F:13])[C:10](=[O:15])[N:9]([CH2:16][CH3:17])[C:8]3[CH:18]=[N:19][C:20]([NH:22][C:23]4[CH:31]=[CH:30][C:26]([C:27](O)=[O:28])=[CH:25][CH:24]=4)=[N:21][C:7]2=3)[CH2:5][CH2:4][CH2:3][CH2:2]1.F[P-](F)(F)(F)(F)F.[CH3:39][N:40](C(N(C)C)=[N+]1C2C(=NC=CC=2)[N+]([O-])=N1)C.C(N(C(C)C)CC)(C)C.CN, predict the reaction product. The product is: [CH:1]1([N:6]2[CH2:12][C:11]([F:13])([F:14])[C:10](=[O:15])[N:9]([CH2:16][CH3:17])[C:8]3[CH:18]=[N:19][C:20]([NH:22][C:23]4[CH:24]=[CH:25][C:26]([C:27]([NH:40][CH3:39])=[O:28])=[CH:30][CH:31]=4)=[N:21][C:7]2=3)[CH2:5][CH2:4][CH2:3][CH2:2]1. (3) The product is: [F:23][CH:22]([F:24])[O:21][CH:20]=[C:19]([C:25]1[CH:34]=[CH:33][C:32]2[CH2:31][CH2:30][CH2:29][CH2:28][C:27]=2[CH:26]=1)[C:18]([NH:17][CH2:16][CH2:15][C:12]1[CH:13]=[CH:14][C:9]([OH:8])=[C:10]([O:36][CH3:37])[CH:11]=1)=[O:35]. Given the reactants C([O:8][C:9]1[CH:14]=[CH:13][C:12]([CH2:15][CH2:16][NH:17][C:18](=[O:35])[C:19]([C:25]2[CH:34]=[CH:33][C:32]3[CH2:31][CH2:30][CH2:29][CH2:28][C:27]=3[CH:26]=2)=[CH:20][O:21][CH:22]([F:24])[F:23])=[CH:11][C:10]=1[O:36][CH3:37])C1C=CC=CC=1.Br.C(O)(=O)C, predict the reaction product. (4) Given the reactants [CH3:1][N:2]([CH3:29])[CH:3]1[CH2:7][N:6]2[C:8](=[O:28])[C:9]([C:21]3[CH:26]=[CH:25][C:24]([F:27])=[CH:23][CH:22]=3)=[C:10]([C:11]3[CH:16]=[CH:15][N:14]=[C:13](S(C)(=O)=O)[N:12]=3)[N:5]2[CH2:4]1.C[NH:31][CH2:32][C:33]1[CH:38]=[CH:37][CH:36]=[CH:35][CH:34]=1.[C:39]1(C)C=CC=CC=1, predict the reaction product. The product is: [CH3:1][N:2]([CH3:29])[CH:3]1[CH2:7][N:6]2[C:8](=[O:28])[C:9]([C:21]3[CH:26]=[CH:25][C:24]([F:27])=[CH:23][CH:22]=3)=[C:10]([C:11]3[CH:16]=[CH:15][N:14]=[C:13]([NH:31][C@H:32]([C:33]4[CH:38]=[CH:37][CH:36]=[CH:35][CH:34]=4)[CH3:39])[N:12]=3)[N:5]2[CH2:4]1. (5) Given the reactants Br[C:2]1[CH:7]=[CH:6][C:5]([C:8]2[CH2:9][CH2:10][N:11]([S:14]([CH3:17])(=[O:16])=[O:15])[CH2:12][CH:13]=2)=[CH:4][CH:3]=1.[OH-:18].[K+], predict the reaction product. The product is: [CH3:17][S:14]([N:11]1[CH2:12][CH:13]=[C:8]([C:5]2[CH:6]=[CH:7][C:2]([OH:18])=[CH:3][CH:4]=2)[CH2:9][CH2:10]1)(=[O:16])=[O:15]. (6) Given the reactants [CH3:1][O:2][C:3]1[CH:19]=[CH:18][C:6]([C:7]([C:9]23[O:16][C:15](=[O:17])[CH:14]2[CH2:13][CH2:12][CH2:11][CH2:10]3)=[O:8])=[CH:5][CH:4]=1.[NH:20]([CH2:24][CH2:25][OH:26])[CH2:21][CH2:22][OH:23].C(N(CC)C(C)C)(C)C.Cl, predict the reaction product. The product is: [OH:23][CH2:22][CH2:21][N:20]([CH2:24][CH2:25][OH:26])[C:15]([CH:14]1[CH2:13][CH2:12][CH2:11][CH2:10][C:9]1([OH:16])[C:7](=[O:8])[C:6]1[CH:18]=[CH:19][C:3]([O:2][CH3:1])=[CH:4][CH:5]=1)=[O:17]. (7) The product is: [CH:14]1([C:13]2[N:12]=[C:11]([NH2:17])[N:10]=[C:9]([NH2:18])[C:8]=2[C:5]2[CH:4]=[CH:3][C:2]([NH:1][CH2:32][C:28]3[CH:27]=[CH:24][C:23]([S:20]([CH3:19])(=[O:21])=[O:22])=[CH:30][CH:29]=3)=[CH:7][CH:6]=2)[CH2:16][CH2:15]1. Given the reactants [NH2:1][C:2]1[CH:7]=[CH:6][C:5]([C:8]2[C:9]([NH2:18])=[N:10][C:11]([NH2:17])=[N:12][C:13]=2[CH:14]2[CH2:16][CH2:15]2)=[CH:4][CH:3]=1.[CH3:19][S:20]([C:23]1[CH:30]=[CH:29][CH:28]=[CH:27][C:24]=1C=O)(=[O:22])=[O:21].[BH3-][C:32]#N.[Na+].C(O)(=O)C, predict the reaction product. (8) Given the reactants [CH2:1]([O:3][C:4](=[O:15])[CH:5]([C:12](=[O:14])[CH3:13])[CH2:6][C:7]([O:9][CH2:10][CH3:11])=[O:8])[CH3:2].[H-].[Na+].[CH2:18](I)[CH2:19][CH3:20].[Na+].[Cl-], predict the reaction product. The product is: [CH2:1]([O:3][C:4](=[O:15])[C:5]([C:12](=[O:14])[CH3:13])([CH2:18][CH2:19][CH3:20])[CH2:6][C:7]([O:9][CH2:10][CH3:11])=[O:8])[CH3:2].